Dataset: Catalyst prediction with 721,799 reactions and 888 catalyst types from USPTO. Task: Predict which catalyst facilitates the given reaction. (1) Reactant: I[C:2]1[CH:7]=[CH:6][C:5]([O:8][CH3:9])=[CH:4][C:3]=1[N+:10]([O-:12])=[O:11].C1([Mg]Cl)C=CC=CC=1.[CH:21](=[O:25])[CH:22]([CH3:24])[CH3:23]. Product: [CH3:9][O:8][C:5]1[CH:6]=[CH:7][C:2]([CH:21]([OH:25])[CH:22]([CH3:24])[CH3:23])=[C:3]([N+:10]([O-:12])=[O:11])[CH:4]=1. The catalyst class is: 1. (2) Reactant: [N:1]1([C:7]([N:9]2[CH2:15][C:14]3[CH:16]=[CH:17][C:18]([C:20]([O:22]C)=O)=[CH:19][C:13]=3[O:12][CH2:11][C@@H:10]2[C:24]2[CH:29]=[CH:28][C:27]([C:30]([F:33])([F:32])[F:31])=[CH:26][CH:25]=2)=[O:8])[CH2:6][CH2:5][O:4][CH2:3][CH2:2]1.[OH-:34].[Na+].[NH2:36]O. Product: [OH:34][NH:36][C:20]([C:18]1[CH:17]=[CH:16][C:14]2[CH2:15][N:9]([C:7]([N:1]3[CH2:6][CH2:5][O:4][CH2:3][CH2:2]3)=[O:8])[C@@H:10]([C:24]3[CH:25]=[CH:26][C:27]([C:30]([F:31])([F:32])[F:33])=[CH:28][CH:29]=3)[CH2:11][O:12][C:13]=2[CH:19]=1)=[O:22]. The catalyst class is: 36. (3) Reactant: [CH3:1][S:2](Cl)(=[O:4])=[O:3].C(N(C(C)C)CC)(C)C.[O:15]1[C:19]2[CH:20]=[CH:21][C:22]([C:24]3[N:28]=[C:27]([CH:29]4[CH2:34][CH2:33][NH:32][CH2:31][CH2:30]4)[NH:26][C:25]=3[C:35]3[CH:40]=[CH:39][CH:38]=[C:37]([CH3:41])[N:36]=3)=[CH:23][C:18]=2[O:17][CH2:16]1. Product: [O:15]1[C:19]2[CH:20]=[CH:21][C:22]([C:24]3[N:28]=[C:27]([CH:29]4[CH2:30][CH2:31][N:32]([S:2]([CH3:1])(=[O:4])=[O:3])[CH2:33][CH2:34]4)[NH:26][C:25]=3[C:35]3[CH:40]=[CH:39][CH:38]=[C:37]([CH3:41])[N:36]=3)=[CH:23][C:18]=2[O:17][CH2:16]1. The catalyst class is: 1. (4) Reactant: [CH:1]([O:4][C:5]([C:7]1[C:13]2[NH:14][C:15]3[CH:16]=[CH:17][CH:18]=[CH:19][C:20]=3[C:12]=2[C:11]([CH3:22])([CH3:21])[CH2:10][NH:9][CH:8]=1)=[O:6])([CH3:3])[CH3:2].C(N(CC)CC)C.[CH2:30]([O:37][C:38]1[CH:46]=[CH:45][C:41]([C:42](Cl)=[O:43])=[CH:40][CH:39]=1)[C:31]1[CH:36]=[CH:35][CH:34]=[CH:33][CH:32]=1. Product: [CH2:30]([O:37][C:38]1[CH:39]=[CH:40][C:41]([C:42]([N:9]2[CH2:10][C:11]([CH3:22])([CH3:21])[C:12]3[C:20]4[CH:19]=[CH:18][CH:17]=[CH:16][C:15]=4[NH:14][C:13]=3[C:7]([C:5]([O:4][CH:1]([CH3:3])[CH3:2])=[O:6])=[CH:8]2)=[O:43])=[CH:45][CH:46]=1)[C:31]1[CH:32]=[CH:33][CH:34]=[CH:35][CH:36]=1. The catalyst class is: 10.